Task: Predict the reaction yield, written as a fraction of the theoretical maximum amount of product (1.0 means a 100% yield; for example, 0.34 means a 34% yield).. Dataset: Reaction yield outcomes from USPTO patents with 853,638 reactions The reactants are Cl[C:2]1[C:3]2[S:16](=[O:18])(=[O:17])[CH2:15][CH2:14][CH2:13][C:4]=2[N:5]=[C:6]([CH:8]2[CH2:12][CH2:11][CH2:10][CH2:9]2)[N:7]=1.CC1(C)C(C)(C)OB([CH2:27][C:28]2[CH:33]=[CH:32][C:31]([CH2:34][C:35]([O:37][CH3:38])=[O:36])=[CH:30][CH:29]=2)O1. No catalyst specified. The product is [CH:8]1([C:6]2[N:7]=[C:2]([CH2:27][C:28]3[CH:29]=[CH:30][C:31]([CH2:34][C:35]([O:37][CH3:38])=[O:36])=[CH:32][CH:33]=3)[C:3]3[S:16](=[O:18])(=[O:17])[CH2:15][CH2:14][CH2:13][C:4]=3[N:5]=2)[CH2:12][CH2:11][CH2:10][CH2:9]1. The yield is 0.460.